This data is from Catalyst prediction with 721,799 reactions and 888 catalyst types from USPTO. The task is: Predict which catalyst facilitates the given reaction. (1) Reactant: [Cl:1][C:2]1[CH:10]=[CH:9][C:8]([O:11][CH3:12])=[C:7]2[C:3]=1[C:4]([CH3:18])([C:13]([O:15][CH2:16][CH3:17])=[O:14])[CH2:5][NH:6]2.Br[C:20]1[CH:25]=[CH:24][CH:23]=[CH:22][C:21]=1[N+:26]([O-:28])=[O:27].C1C=CC(P(C2C(C3C(P(C4C=CC=CC=4)C4C=CC=CC=4)=CC=C4C=3C=CC=C4)=C3C(C=CC=C3)=CC=2)C2C=CC=CC=2)=CC=1.C([O-])([O-])=O.[Cs+].[Cs+]. Product: [Cl:1][C:2]1[CH:10]=[CH:9][C:8]([O:11][CH3:12])=[C:7]2[C:3]=1[C:4]([CH3:18])([C:13]([O:15][CH2:16][CH3:17])=[O:14])[CH2:5][N:6]2[C:20]1[CH:25]=[CH:24][CH:23]=[CH:22][C:21]=1[N+:26]([O-:28])=[O:27]. The catalyst class is: 101. (2) Reactant: [CH:1]1([N:5]2[CH2:10][CH2:9][N:8]([C:11](=[O:28])[CH2:12][N:13]3[CH2:18][CH2:17][C:16]4([C:26]5[C:21](=[CH:22][CH:23]=[CH:24][CH:25]=5)[NH:20][C:19]4=[O:27])[CH2:15][CH2:14]3)[CH2:7][CH2:6]2)[CH2:4][CH2:3][CH2:2]1.Br[C:30]1[CH:35]=[CH:34][CH:33]=[CH:32][N:31]=1.[O-]P([O-])([O-])=O.[K+].[K+].[K+].NCC(O)=O. Product: [CH:1]1([N:5]2[CH2:10][CH2:9][N:8]([C:11](=[O:28])[CH2:12][N:13]3[CH2:18][CH2:17][C:16]4([C:26]5[C:21](=[CH:22][CH:23]=[CH:24][CH:25]=5)[N:20]([C:30]5[CH:35]=[CH:34][CH:33]=[CH:32][N:31]=5)[C:19]4=[O:27])[CH2:15][CH2:14]3)[CH2:7][CH2:6]2)[CH2:2][CH2:3][CH2:4]1. The catalyst class is: 185. (3) Reactant: [CH3:1][C:2]([CH3:7])([CH2:5]O)[CH:3]=[O:4].[CH2:8]([C:10]([CH2:15][OH:16])([CH2:13][OH:14])[CH2:11][OH:12])[CH3:9].O. Product: [CH2:8]([C:10]1([CH2:15][OH:16])[CH2:13][O:14][CH:1]([C:2]([CH3:7])([CH3:5])[CH2:3][OH:4])[O:12][CH2:11]1)[CH3:9]. The catalyst class is: 48. (4) Reactant: Br[C:2]1[C:3]([N+:13]([O-:15])=[O:14])=[N:4][N:5]([CH:7]2[CH2:12][CH2:11][CH2:10][CH2:9][O:8]2)[CH:6]=1.[C:16]1(B2OC(C)(C)C(C)(C)O2)[CH2:21][CH2:20][CH2:19][CH2:18][CH:17]=1.C(=O)([O-])[O-].[K+].[K+]. Product: [C:16]1([C:2]2[C:3]([N+:13]([O-:15])=[O:14])=[N:4][N:5]([CH:7]3[CH2:12][CH2:11][CH2:10][CH2:9][O:8]3)[CH:6]=2)[CH2:21][CH2:20][CH2:19][CH2:18][CH:17]=1. The catalyst class is: 431. (5) The catalyst class is: 100. Product: [NH2:8][C:6]1[CH:7]=[C:2]([CH3:1])[C:3]([O:11][C:12]2[CH:17]=[CH:16][N:15]=[C:14]([NH:18][C:19]([CH:21]3[CH2:22][CH2:23]3)=[O:20])[CH:13]=2)=[N:4][CH:5]=1. Reactant: [CH3:1][C:2]1[C:3]([O:11][C:12]2[CH:17]=[CH:16][N:15]=[C:14]([NH:18][C:19]([CH:21]3[CH2:23][CH2:22]3)=[O:20])[CH:13]=2)=[N:4][CH:5]=[C:6]([N+:8]([O-])=O)[CH:7]=1. (6) Reactant: [Na].[F:2][C:3]1[CH:4]=[C:5]2[C:9](=[CH:10][CH:11]=1)[NH:8][CH:7]=[CH:6]2.[NH:12]1[CH2:17][CH2:16][C:15](=O)[CH2:14][CH2:13]1.O.Cl. Product: [F:2][C:3]1[CH:4]=[C:5]2[C:9](=[CH:10][CH:11]=1)[NH:8][CH:7]=[C:6]2[C:15]1[CH2:16][CH2:17][NH:12][CH2:13][CH:14]=1. The catalyst class is: 5. (7) Reactant: C(OC([N:8]1[CH2:13][CH2:12][NH:11][CH2:10][CH2:9]1)=O)(C)(C)C.C(N(CC)C(C)C)(C)C.[F:23][C:24]1[CH:29]=[C:28]([F:30])[CH:27]=[CH:26][C:25]=1[S:31](Cl)(=[O:33])=[O:32].O. Product: [F:23][C:24]1[CH:29]=[C:28]([F:30])[CH:27]=[CH:26][C:25]=1[S:31]([N:8]1[CH2:9][CH2:10][NH:11][CH2:12][CH2:13]1)(=[O:33])=[O:32]. The catalyst class is: 2. (8) Reactant: [Br:1][C:2]1[CH:10]=[CH:9][C:5]([C:6]([OH:8])=[O:7])=[C:4]([F:11])[CH:3]=1.[CH3:12]O.S(=O)(=O)(O)O. Product: [Br:1][C:2]1[CH:10]=[CH:9][C:5]([C:6]([O:8][CH3:12])=[O:7])=[C:4]([F:11])[CH:3]=1. The catalyst class is: 13.